From a dataset of Peptide-MHC class II binding affinity with 134,281 pairs from IEDB. Regression. Given a peptide amino acid sequence and an MHC pseudo amino acid sequence, predict their binding affinity value. This is MHC class II binding data. (1) The peptide sequence is VDAAFKVAATAANAAPANDK. The MHC is HLA-DPA10103-DPB10301 with pseudo-sequence HLA-DPA10103-DPB10301. The binding affinity (normalized) is 0.773. (2) The peptide sequence is DEAHFTDPASIAARG. The MHC is DRB1_0701 with pseudo-sequence DRB1_0701. The binding affinity (normalized) is 0.348. (3) The peptide sequence is LFLLSTRQNVEGSYDGAYAP. The MHC is DRB1_0701 with pseudo-sequence DRB1_0701. The binding affinity (normalized) is 0. (4) The peptide sequence is AAATAGTKVYGAFAA. The MHC is HLA-DQA10401-DQB10402 with pseudo-sequence HLA-DQA10401-DQB10402. The binding affinity (normalized) is 0.344. (5) The peptide sequence is GGSVIRISSANPEDL. The MHC is DRB1_0405 with pseudo-sequence DRB1_0405. The binding affinity (normalized) is 0.832. (6) The binding affinity (normalized) is 0.388. The peptide sequence is NPMTVFWSKMAQSMT. The MHC is DRB3_0202 with pseudo-sequence DRB3_0202. (7) The peptide sequence is ENEYATGAVRPFQAA. The MHC is DRB5_0101 with pseudo-sequence DRB5_0101. The binding affinity (normalized) is 0. (8) The peptide sequence is KAGFVILKTFTPGAE. The MHC is DRB1_1201 with pseudo-sequence DRB1_1201. The binding affinity (normalized) is 0.372.